Dataset: Catalyst prediction with 721,799 reactions and 888 catalyst types from USPTO. Task: Predict which catalyst facilitates the given reaction. (1) Reactant: [CH3:1][C:2]1[O:6][C:5](=[O:7])[N:4]([CH2:8][C:9]2[CH:14]=[CH:13][CH:12]=[CH:11][C:10]=2[N+:15]([O-])=O)[CH:3]=1.[Cl-].[NH4+]. Product: [NH2:15][C:10]1[CH:11]=[CH:12][CH:13]=[CH:14][C:9]=1[CH2:8][N:4]1[CH:3]=[C:2]([CH3:1])[O:6][C:5]1=[O:7]. The catalyst class is: 190. (2) Reactant: [C:1]([O:9][C@H:10]1[C@@H:15]([OH:16])[C@H:14]([O:17][C:18](=[O:25])[C:19]2[CH:24]=[CH:23][CH:22]=[CH:21][CH:20]=2)[C@@H:13]([CH2:26][O:27][C:28](=[O:35])[C:29]2[CH:34]=[CH:33][CH:32]=[CH:31][CH:30]=2)[O:12][C@@H:11]1[O:36][C@H:37]1[C@H:50]([O:51][C:52](=[O:59])[C:53]2[CH:58]=[CH:57][CH:56]=[CH:55][CH:54]=2)[C@@H:49]([CH2:60][O:61][C:62](=[O:69])[C:63]2[CH:68]=[CH:67][CH:66]=[CH:65][CH:64]=2)[O:48][C@H:39]([O:40][CH2:41][C:42]2[CH:47]=[CH:46][CH:45]=[CH:44][CH:43]=2)[C@H:38]1[O:70][C:71](=[O:78])[C:72]1[CH:77]=[CH:76][CH:75]=[CH:74][CH:73]=1)(=[O:8])[C:2]1[CH:7]=[CH:6][CH:5]=[CH:4][CH:3]=1.ClC(Cl)(Cl)C(=N)O[C@H:83]1[O:115][C@H:114]([CH2:116][O:117][C:118](=[O:125])[C:119]2[CH:124]=[CH:123][CH:122]=[CH:121][CH:120]=2)[C@@H:104]([O:105][C:106](=[O:113])[C:107]2[CH:112]=[CH:111][CH:110]=[CH:109][CH:108]=2)[C@H:94]([O:95][C:96](=[O:103])[C:97]2[CH:102]=[CH:101][CH:100]=[CH:99][CH:98]=2)[C@@H:84]1[O:85][C:86](=[O:93])[C:87]1[CH:92]=[CH:91][CH:90]=[CH:89][CH:88]=1.[Si](OS(C(F)(F)F)(=O)=O)(C)(C)C.N1C=CC=CC=1.C(Cl)(=O)C1C=CC=CC=1. Product: [C:86]([O:85][C@H:84]1[C@@H:94]([O:95][C:96](=[O:103])[C:97]2[CH:102]=[CH:101][CH:100]=[CH:99][CH:98]=2)[C@H:104]([O:105][C:106](=[O:113])[C:107]2[CH:108]=[CH:109][CH:110]=[CH:111][CH:112]=2)[C@@H:114]([CH2:116][O:117][C:118](=[O:125])[C:119]2[CH:120]=[CH:121][CH:122]=[CH:123][CH:124]=2)[O:115][C@@H:83]1[O:16][C@H:15]1[C@H:14]([O:17][C:18](=[O:25])[C:19]2[CH:24]=[CH:23][CH:22]=[CH:21][CH:20]=2)[C@@H:13]([CH2:26][O:27][C:28](=[O:35])[C:29]2[CH:30]=[CH:31][CH:32]=[CH:33][CH:34]=2)[O:12][C@H:11]([O:36][C@H:37]2[C@H:50]([O:51][C:52](=[O:59])[C:53]3[CH:54]=[CH:55][CH:56]=[CH:57][CH:58]=3)[C@@H:49]([CH2:60][O:61][C:62](=[O:69])[C:63]3[CH:64]=[CH:65][CH:66]=[CH:67][CH:68]=3)[O:48][C@H:39]([O:40][CH2:41][C:42]3[CH:47]=[CH:46][CH:45]=[CH:44][CH:43]=3)[C@H:38]2[O:70][C:71](=[O:78])[C:72]2[CH:73]=[CH:74][CH:75]=[CH:76][CH:77]=2)[C@H:10]1[O:9][C:1](=[O:8])[C:2]1[CH:7]=[CH:6][CH:5]=[CH:4][CH:3]=1)(=[O:93])[C:87]1[CH:92]=[CH:91][CH:90]=[CH:89][CH:88]=1. The catalyst class is: 624. (3) Reactant: Cl.[F:2][C:3]([F:14])([F:13])[C:4]1[N:9]=[CH:8][C:7]([C@H:10]([NH2:12])[CH3:11])=[CH:6][CH:5]=1.[C:15](O[C:15]([O:17][C:18]([CH3:21])([CH3:20])[CH3:19])=[O:16])([O:17][C:18]([CH3:21])([CH3:20])[CH3:19])=[O:16].C(N(CC)CC)C.[Cl-].[NH4+]. Product: [C:18]([O:17][C:15](=[O:16])[NH:12][C@@H:10]([C:7]1[CH:8]=[N:9][C:4]([C:3]([F:13])([F:2])[F:14])=[CH:5][CH:6]=1)[CH3:11])([CH3:21])([CH3:20])[CH3:19]. The catalyst class is: 4. (4) Reactant: [F:1][C:2]1[CH:7]=[CH:6][C:5]([C:8]2[S:9][CH:10]=[CH:11][CH:12]=2)=[CH:4][CH:3]=1.[Li]CCCC.[CH:18]([C@@H:20]1[N:24]([CH3:25])[C:23](=[O:26])[CH2:22][C@@H:21]1[C:27]1[CH:32]=[CH:31][CH:30]=[CH:29][CH:28]=1)=[O:19].[NH4+].[Cl-]. Product: [F:1][C:2]1[CH:3]=[CH:4][C:5]([C:8]2[S:9][C:10]([C@@H:18]([OH:19])[C@@H:20]3[N:24]([CH3:25])[C:23](=[O:26])[CH2:22][C@@H:21]3[C:27]3[CH:28]=[CH:29][CH:30]=[CH:31][CH:32]=3)=[CH:11][CH:12]=2)=[CH:6][CH:7]=1. The catalyst class is: 1.